Dataset: Forward reaction prediction with 1.9M reactions from USPTO patents (1976-2016). Task: Predict the product of the given reaction. (1) Given the reactants C1(P(C2C=CC=CC=2)C2C=CC=CC=2)C=CC=CC=1.N1C=CN=C1.[I:25]I.[CH3:27][C:28]1([CH3:36])[O:32][CH:31]([CH2:33][CH2:34]O)[CH2:30][O:29]1, predict the reaction product. The product is: [I:25][CH2:34][CH2:33][CH:31]1[CH2:30][O:29][C:28]([CH3:36])([CH3:27])[O:32]1. (2) Given the reactants [F:1][B-](F)(F)F.N#[O+].[I:8][C:9]1[CH:15]=[C:14]([N+:16]([O-:18])=[O:17])[CH:13]=[CH:12][C:10]=1N, predict the reaction product. The product is: [F:1][C:10]1[CH:12]=[CH:13][C:14]([N+:16]([O-:18])=[O:17])=[CH:15][C:9]=1[I:8]. (3) The product is: [CH3:21][C:22]1[N:23]=[C:24]([NH:39][C:14]([N:16]2[CH:20]=[CH:19][N:18]=[CH:17]2)=[O:15])[S:25][C:26]=1[C:27]1[CH:32]=[CH:31][N:30]=[C:29]([N:33]2[CH2:38][CH2:37][O:36][CH2:35][CH2:34]2)[N:28]=1. Given the reactants CC1N=C(N[C:14]([N:16]2[CH:20]=[CH:19][N:18]=[CH:17]2)=[O:15])SC=1C1C=CN=CC=1.[CH3:21][C:22]1[N:23]=[C:24]([NH2:39])[S:25][C:26]=1[C:27]1[CH:32]=[CH:31][N:30]=[C:29]([N:33]2[CH2:38][CH2:37][O:36][CH2:35][CH2:34]2)[N:28]=1, predict the reaction product. (4) Given the reactants [C:1](=[O:4])([O-])[O-].[K+].[K+].[NH:7]1[C:15]2[C:10](=C[CH:12]=[CH:13][CH:14]=2)[CH2:9][CH2:8]1.[CH2:16](I)[CH3:17], predict the reaction product. The product is: [CH2:16]([N:7]1[C:15]2[C:10](=[C:1]([OH:4])[CH:12]=[CH:13][CH:14]=2)[CH2:9][CH2:8]1)[CH3:17]. (5) Given the reactants Cl[C:2]1[N:7]=[C:6]([NH2:8])[CH:5]=[C:4]([Cl:9])[N:3]=1.CCN(C(C)C)C(C)C.[NH:19]1[CH2:24][CH2:23][O:22][CH2:21][CH2:20]1, predict the reaction product. The product is: [Cl:9][C:4]1[N:3]=[C:2]([N:19]2[CH2:24][CH2:23][O:22][CH2:21][CH2:20]2)[N:7]=[C:6]([NH2:8])[CH:5]=1. (6) Given the reactants [NH2:1][C:2]1[CH:7]=[CH:6][C:5]([S:8]([NH2:11])(=[O:10])=[O:9])=[CH:4][CH:3]=1.[C:12](Cl)(=[O:15])[CH:13]=[CH2:14].O, predict the reaction product. The product is: [NH2:11][S:8]([C:5]1[CH:6]=[CH:7][C:2]([NH:1][C:12](=[O:15])[CH:13]=[CH2:14])=[CH:3][CH:4]=1)(=[O:9])=[O:10]. (7) The product is: [CH2:1]([O:3][C:4](=[O:18])[CH:5]([O:15][CH2:16][CH3:17])[CH2:6][C:7]1[CH:12]=[CH:11][C:10]([O:13][CH2:25][C:24]2[S:23][C:22]([C:27]3[CH:28]=[CH:29][CH:30]=[CH:31][CH:32]=3)=[N:21][C:20]=2[CH3:19])=[C:9]([F:14])[CH:8]=1)[CH3:2]. Given the reactants [CH2:1]([O:3][C:4](=[O:18])[CH:5]([O:15][CH2:16][CH3:17])[CH2:6][C:7]1[CH:12]=[CH:11][C:10]([OH:13])=[C:9]([F:14])[CH:8]=1)[CH3:2].[CH3:19][C:20]1[N:21]=[C:22]([C:27]2[CH:32]=[CH:31][CH:30]=[CH:29][CH:28]=2)[S:23][C:24]=1[CH2:25]O.C1(P(C2C=CC=CC=2)C2C=CC=CC=2)C=CC=CC=1.N(C(OCC)=O)=NC(OCC)=O, predict the reaction product. (8) Given the reactants [C:1]([O:5][C:6](=[O:34])[NH:7][C:8]1([C:12]2[CH:17]=[CH:16][C:15]([C:18]3[C:19]([C:28]4[CH:33]=[CH:32][CH:31]=[CH:30][CH:29]=4)=[CH:20][C:21]4[NH:26][CH2:25][CH2:24][O:23][C:22]=4[N:27]=3)=[CH:14][CH:13]=2)[CH2:11][CH2:10][CH2:9]1)([CH3:4])([CH3:3])[CH3:2].C(N(CC)CC)C.[CH3:42][S:43](Cl)(=[O:45])=[O:44].C([O-])(O)=O.[Na+], predict the reaction product. The product is: [C:1]([O:5][C:6](=[O:34])[NH:7][C:8]1([C:12]2[CH:13]=[CH:14][C:15]([C:18]3[C:19]([C:28]4[CH:29]=[CH:30][CH:31]=[CH:32][CH:33]=4)=[CH:20][C:21]4[N:26]([S:43]([CH3:42])(=[O:45])=[O:44])[CH2:25][CH2:24][O:23][C:22]=4[N:27]=3)=[CH:16][CH:17]=2)[CH2:11][CH2:10][CH2:9]1)([CH3:4])([CH3:2])[CH3:3]. (9) Given the reactants [O:1]1[CH:5]=[CH:4][CH:3]=[C:2]1[CH2:6][NH2:7].[C:8]([C:12]1[CH:21]=[CH:20][C:15]([CH2:16][N:17]=[C:18]=[S:19])=[CH:14][CH:13]=1)([CH3:11])([CH3:10])[CH3:9], predict the reaction product. The product is: [C:8]([C:12]1[CH:21]=[CH:20][C:15]([CH2:16][NH:17][C:18]([NH:7][CH2:6][C:2]2[O:1][CH:5]=[CH:4][CH:3]=2)=[S:19])=[CH:14][CH:13]=1)([CH3:11])([CH3:9])[CH3:10].